Dataset: Catalyst prediction with 721,799 reactions and 888 catalyst types from USPTO. Task: Predict which catalyst facilitates the given reaction. (1) Reactant: [F:1][C:2]1[CH:7]=[CH:6][C:5]([N:8]2[C:13]3[CH:14]=[CH:15][C:16]([N:18](S(C)(=O)=O)[S:19]([CH3:22])(=[O:21])=[O:20])=[CH:17][C:12]=3[O:11][C:10]([CH3:28])([CH3:27])[C:9]2=[O:29])=[CH:4][CH:3]=1.[OH-].[Na+].CC1(C)C(=O)NC2C=CC(N(S(C)(=O)=O)S(C)(=O)=O)=CC=2O1.Cl.C(O)(C)C.O. Product: [F:1][C:2]1[CH:3]=[CH:4][C:5]([N:8]2[C:13]3[CH:14]=[CH:15][C:16]([NH:18][S:19]([CH3:22])(=[O:20])=[O:21])=[CH:17][C:12]=3[O:11][C:10]([CH3:27])([CH3:28])[C:9]2=[O:29])=[CH:6][CH:7]=1. The catalyst class is: 32. (2) Reactant: [C:1]([O:5][C:6]([N:8]1[C@H:12]([CH2:13][OH:14])[CH2:11][C@@H:10]([CH:15]([CH3:17])[CH3:16])[C@@H:9]1[C:18]1[CH:23]=[CH:22][C:21]([O:24][CH3:25])=[C:20]([O:26][CH2:27][CH2:28][CH2:29][O:30][CH3:31])[CH:19]=1)=[O:7])([CH3:4])([CH3:3])[CH3:2].N1C=CC=CC=1.C(N(C(C)C)CC)(C)C.CS(C)=O. Product: [C:1]([O:5][C:6]([N:8]1[C@H:12]([CH:13]=[O:14])[CH2:11][C@@H:10]([CH:15]([CH3:17])[CH3:16])[C@@H:9]1[C:18]1[CH:23]=[CH:22][C:21]([O:24][CH3:25])=[C:20]([O:26][CH2:27][CH2:28][CH2:29][O:30][CH3:31])[CH:19]=1)=[O:7])([CH3:4])([CH3:3])[CH3:2]. The catalyst class is: 4. (3) Reactant: C([O:3][C:4]([C:6]1[CH:10]=[C:9]([CH2:11][C:12]([F:15])([F:14])[F:13])[S:8][CH:7]=1)=[O:5])C. Product: [F:15][C:12]([F:13])([F:14])[CH2:11][C:9]1[S:8][CH:7]=[C:6]([C:4]([OH:5])=[O:3])[CH:10]=1. The catalyst class is: 74. (4) Product: [F:1][C:2]1[CH:24]=[CH:23][C:5]([O:6][C:7]2[CH:8]=[C:9]3[C:13](=[CH:14][C:15]=2[C:16]([N:18]2[CH2:42][CH2:43][N:38]([CH3:37])[CH2:39][CH2:40]2)=[O:17])[N:12]([CH2:19][CH:20]([CH3:22])[CH3:21])[N:11]=[CH:10]3)=[CH:4][CH:3]=1. The catalyst class is: 1. Reactant: [F:1][C:2]1[CH:24]=[CH:23][C:5]([O:6][C:7]2[CH:8]=[C:9]3[C:13](=[CH:14][C:15]=2[C:16]([NH2:18])=[O:17])[N:12]([CH2:19][CH:20]([CH3:22])[CH3:21])[N:11]=[CH:10]3)=[CH:4][CH:3]=1.C(N1C=CN=C1)(N1C=CN=C1)=O.[CH3:37][N:38]1[CH2:43][CH2:42]N[CH2:40][CH2:39]1. (5) Reactant: [CH2:1]([O:3][C:4]1[CH:5]=[C:6]([CH:10]=[C:11]([O:16][CH2:17][CH3:18])[C:12]=1[O:13][CH2:14][CH3:15])C(O)=O)[CH3:2].[N+:19]([O-])([OH:21])=[O:20]. Product: [CH2:1]([O:3][C:4]1[CH:5]=[C:6]([N+:19]([O-:21])=[O:20])[CH:10]=[C:11]([O:16][CH2:17][CH3:18])[C:12]=1[O:13][CH2:14][CH3:15])[CH3:2]. The catalyst class is: 15. (6) Reactant: [CH3:1][N:2]1[C:14]2[CH2:13][CH2:12][C@@H:11]([CH:15]3[CH2:20][CH2:19][O:18][CH2:17][CH2:16]3)[CH2:10][C:9]=2[C:8]2[C:3]1=[CH:4][CH:5]=[C:6]([C:21](O)=[O:22])[CH:7]=2.Cl.[F:25][CH:26]([F:36])[CH2:27][NH:28][C:29]([C@H:31]1[CH2:35][CH2:34][NH:33][CH2:32]1)=[O:30].CN(C(ON1N=NC2C=CC=NC1=2)=[N+](C)C)C.F[P-](F)(F)(F)(F)F.C(N(CC)C(C)C)(C)C. Product: [F:36][CH:26]([F:25])[CH2:27][NH:28][C:29]([C@H:31]1[CH2:35][CH2:34][N:33]([C:21]([C:6]2[CH:7]=[C:8]3[C:3](=[CH:4][CH:5]=2)[N:2]([CH3:1])[C:14]2[CH2:13][CH2:12][C@@H:11]([CH:15]4[CH2:20][CH2:19][O:18][CH2:17][CH2:16]4)[CH2:10][C:9]3=2)=[O:22])[CH2:32]1)=[O:30]. The catalyst class is: 3. (7) Reactant: [Cl:1][C:2]1[CH:7]=[CH:6][C:5]([C:8]2[CH:9]=[N:10][CH:11]=[C:12]3[C:17]=2[N:16]=[C:15]([C:18]([OH:20])=O)[CH:14]=[CH:13]3)=[CH:4][CH:3]=1.F[B-](F)(F)F.[N:26]1(OC(N(C)C)=[N+](C)C)[C:30]2C=C[CH:33]=[CH:34][C:29]=2[N:28]=N1.[CH:43]([N:46](CC)C(C)C)(C)C. Product: [Cl:1][C:2]1[CH:3]=[CH:4][C:5]([C:8]2[CH:9]=[N:10][CH:11]=[C:12]3[C:17]=2[N:16]=[C:15]([C:18]([NH:26][CH2:30][C:29]2[CH:34]=[CH:33][N:46]=[CH:43][N:28]=2)=[O:20])[CH:14]=[CH:13]3)=[CH:6][CH:7]=1. The catalyst class is: 9. (8) Reactant: ClC(Cl)(Cl)[C:3]([C:5]1[NH:9][CH:8]=[C:7]([CH:10]=[O:11])[CH:6]=1)=[O:4].[H-].[Na+].[CH3:16][S:17](Cl)(=[O:19])=[O:18].Cl.[CH3:22][OH:23]. Product: [CH3:22][O:23][C:3]([C:5]1[N:9]([S:17]([CH3:16])(=[O:19])=[O:18])[CH:8]=[C:7]([CH:10]=[O:11])[CH:6]=1)=[O:4]. The catalyst class is: 66. (9) Reactant: [Cl:1][C:2]1[CH:7]=[CH:6][C:5]([NH:8][C:9]2[S:10][CH:11]=[CH:12][N:13]=2)=[CH:4][C:3]=1[OH:14].C([O-])([O-])=O.[Cs+].[Cs+].Br[CH2:22][C:23]1[S:24][CH:25]=[CH:26][N:27]=1. Product: [Cl:1][C:2]1[CH:7]=[CH:6][C:5]([NH:8][C:9]2[S:10][CH:11]=[CH:12][N:13]=2)=[CH:4][C:3]=1[O:14][CH2:22][C:23]1[S:24][CH:25]=[CH:26][N:27]=1. The catalyst class is: 21.